Dataset: Peptide-MHC class II binding affinity with 134,281 pairs from IEDB. Task: Regression. Given a peptide amino acid sequence and an MHC pseudo amino acid sequence, predict their binding affinity value. This is MHC class II binding data. The peptide sequence is DLGYAPATPAAPGAG. The MHC is DRB1_0901 with pseudo-sequence DRB1_0901. The binding affinity (normalized) is 0.614.